Predict the reactants needed to synthesize the given product. From a dataset of Full USPTO retrosynthesis dataset with 1.9M reactions from patents (1976-2016). (1) The reactants are: C(OC([NH:8][CH2:9][CH2:10][CH2:11][N:12]([S:24]([C:27]1[CH:36]=[CH:35][CH:34]=[C:33]2[C:28]=1[CH:29]=[CH:30][N:31]=[CH:32]2)(=[O:26])=[O:25])[CH2:13][CH2:14][S:15]([C:18]1[CH:23]=[CH:22][CH:21]=[CH:20][CH:19]=1)(=[O:17])=[O:16])=O)(C)(C)C.[ClH:37].CO. Given the product [ClH:37].[CH:32]1[C:33]2[C:28](=[C:27]([S:24]([N:12]([CH2:13][CH2:14][S:15]([C:18]3[CH:23]=[CH:22][CH:21]=[CH:20][CH:19]=3)(=[O:17])=[O:16])[CH2:11][CH2:10][CH2:9][NH2:8])(=[O:26])=[O:25])[CH:36]=[CH:35][CH:34]=2)[CH:29]=[CH:30][N:31]=1, predict the reactants needed to synthesize it. (2) Given the product [Cl:16][C:3]1([Cl:2])[CH2:5][C@@H:4]1[CH2:6][NH:7][C:8]([C@@H:10]1[CH2:15][C@@H:14]2[C@@H:12]([CH2:13]2)[N:11]1[C:30](=[O:31])[CH2:29][N:22]1[C:23]2[C:28](=[CH:27][CH:26]=[CH:25][CH:24]=2)[C:20]([C:17]([NH2:18])=[O:19])=[N:21]1)=[O:9], predict the reactants needed to synthesize it. The reactants are: Cl.[Cl:2][C:3]1([Cl:16])[CH2:5][C@@H:4]1[CH2:6][NH:7][C:8]([C@@H:10]1[CH2:15][C@@H:14]2[C@@H:12]([CH2:13]2)[NH:11]1)=[O:9].[C:17]([C:20]1[C:28]2[C:23](=[CH:24][CH:25]=[CH:26][CH:27]=2)[N:22]([CH2:29][C:30](O)=[O:31])[N:21]=1)(=[O:19])[NH2:18].CN(C(ON1N=NC2C=CC=CC1=2)=[N+](C)C)C.F[P-](F)(F)(F)(F)F.CCN(C(C)C)C(C)C.